This data is from Full USPTO retrosynthesis dataset with 1.9M reactions from patents (1976-2016). The task is: Predict the reactants needed to synthesize the given product. Given the product [OH:16][C:17]1[CH:25]=[CH:24][C:20]([C:21]2[O:12][C:5]3[C:4]([C:1](=[O:3])[CH:2]=2)=[CH:9][C:8]([C:10]#[N:11])=[CH:7][CH:6]=3)=[CH:19][CH:18]=1, predict the reactants needed to synthesize it. The reactants are: [C:1]([C:4]1[CH:9]=[C:8]([C:10]#[N:11])[CH:7]=[CH:6][C:5]=1[OH:12])(=[O:3])[CH3:2].C([O:16][C:17]1[CH:25]=[CH:24][C:20]([C:21](O)=O)=[CH:19][CH:18]=1)(=O)C.P(Cl)(Cl)(Cl)=O.CC(C)([O-])C.[K+].